From a dataset of Catalyst prediction with 721,799 reactions and 888 catalyst types from USPTO. Predict which catalyst facilitates the given reaction. Reactant: [O:1]1[CH2:6][CH2:5][CH:4]([C:7]2[N:8]=[C:9]([CH:12]3[CH2:17][CH2:16][N:15]([C:18]([O:20][C:21]([CH3:24])([CH3:23])[CH3:22])=[O:19])[CH2:14][CH2:13]3)[NH:10][CH:11]=2)[CH2:3][CH2:2]1.[OH-].[K+].Br[CH2:28][CH2:29][O:30][CH:31]1[CH2:36][CH2:35][CH2:34][CH2:33][O:32]1. Product: [O:32]1[CH2:33][CH2:34][CH2:35][CH2:36][CH:31]1[O:30][CH2:29][CH2:28][N:10]1[CH:11]=[C:7]([CH:4]2[CH2:5][CH2:6][O:1][CH2:2][CH2:3]2)[N:8]=[C:9]1[CH:12]1[CH2:13][CH2:14][N:15]([C:18]([O:20][C:21]([CH3:24])([CH3:23])[CH3:22])=[O:19])[CH2:16][CH2:17]1. The catalyst class is: 16.